The task is: Predict the reactants needed to synthesize the given product.. This data is from Full USPTO retrosynthesis dataset with 1.9M reactions from patents (1976-2016). Given the product [CH:1]1([O:6][C:10]2[S:11][CH:12]=[CH:13][CH:14]=2)[CH2:5][CH2:4][CH2:3][CH2:2]1, predict the reactants needed to synthesize it. The reactants are: [CH:1]1([OH:6])[CH2:5][CH2:4][CH2:3][CH2:2]1.[H-].[Na+].Br[C:10]1[S:11][CH:12]=[CH:13][CH:14]=1.[C-]#N.[Na+].